From a dataset of Full USPTO retrosynthesis dataset with 1.9M reactions from patents (1976-2016). Predict the reactants needed to synthesize the given product. (1) Given the product [F:1][C:2]1[CH:3]=[C:4]([CH:30]=[C:31]([F:33])[CH:32]=1)[CH2:5][C:6]1[CH:7]=[C:8]2[C:12](=[CH:13][CH:14]=1)[NH:11][N:10]=[C:9]2[NH:15][C:16](=[O:17])[C:18]1[CH:26]=[CH:25][C:21]([C:22]([N:59]2[CH2:60][CH2:61][N:56]([CH3:55])[CH2:57][CH2:58]2)=[O:24])=[CH:20][C:19]=1[N+:27]([O-:29])=[O:28], predict the reactants needed to synthesize it. The reactants are: [F:1][C:2]1[CH:3]=[C:4]([CH:30]=[C:31]([F:33])[CH:32]=1)[CH2:5][C:6]1[CH:7]=[C:8]2[C:12](=[CH:13][CH:14]=1)[NH:11][N:10]=[C:9]2[NH:15][C:16]([C:18]1[CH:26]=[CH:25][C:21]([C:22]([OH:24])=O)=[CH:20][C:19]=1[N+:27]([O-:29])=[O:28])=[O:17].ON1C2C=CC=CC=2N=N1.CCN=C=NCCCN(C)C.[CH3:55][N:56]1[CH2:61][CH2:60][NH:59][CH2:58][CH2:57]1. (2) The reactants are: Br[C:2]1[CH:3]=[C:4]2[C@:15]3([CH2:20][C:19](=[O:21])[N:18]([CH3:22])[C:17]([NH:23]C(=O)OC(C)(C)C)=[N:16]3)[C:14]3[CH:13]=[C:12]([Cl:31])[N:11]=[C:10]([F:32])[C:9]=3[O:8][C:5]2=[CH:6][CH:7]=1.[F:33][C:34]1[C:39](B(O)O)=[CH:38][CH:37]=[CH:36][N:35]=1. Given the product [NH2:23][C:17]1[N:18]([CH3:22])[C:19](=[O:21])[CH2:20][C@@:15]2([C:14]3[CH:13]=[C:12]([Cl:31])[N:11]=[C:10]([F:32])[C:9]=3[O:8][C:5]3[C:4]2=[CH:3][C:2]([C:39]2[C:34]([F:33])=[N:35][CH:36]=[CH:37][CH:38]=2)=[CH:7][CH:6]=3)[N:16]=1, predict the reactants needed to synthesize it. (3) Given the product [Br:1][CH2:19][CH2:18][O:21][C:12](=[O:16])[C:13]([CH3:15])=[CH2:14], predict the reactants needed to synthesize it. The reactants are: [Br:1]C(O)C.C(N(CC)CC)C.[C:12](Cl)(=[O:16])[C:13]([CH3:15])=[CH2:14].[C:18]([O:21]CC)(=O)[CH3:19]. (4) Given the product [Cl:1][C:2]1[CH:7]=[CH:6][CH:5]=[CH:4][C:3]=1[C:8]1[O:12][N:11]=[CH:10][C:9]=1[C:13]([N:20]1[CH2:21][CH2:22][CH2:23][C@H:19]1[CH2:18][O:17][CH3:16])=[O:15], predict the reactants needed to synthesize it. The reactants are: [Cl:1][C:2]1[CH:7]=[CH:6][CH:5]=[CH:4][C:3]=1[C:8]1[O:12][N:11]=[CH:10][C:9]=1[C:13]([OH:15])=O.[CH3:16][O:17][CH2:18][C@@H:19]1[CH2:23][CH2:22][CH2:21][NH:20]1. (5) Given the product [CH3:9][C:4]1[C:3]([CH2:2][N:14]2[C:22]3[C:17](=[CH:18][CH:19]=[C:20]([CH2:23][C:24]([OH:26])=[O:25])[CH:21]=3)[C:16]([CH3:27])=[N:15]2)=[C:7]([CH3:8])[O:6][N:5]=1.[CH2:13]([N:14]1[C:22]2[C:17](=[CH:18][CH:19]=[C:20]([CH2:23][C:24]([OH:26])=[O:25])[CH:21]=2)[CH:16]=[CH:27]1)[C:12]1[CH:11]=[CH:31][CH:30]=[CH:29][CH:28]=1, predict the reactants needed to synthesize it. The reactants are: Cl[CH2:2][C:3]1[C:4]([CH3:9])=[N:5][O:6][C:7]=1[CH3:8].Cl[C:11]1[CH:31]=[CH:30][CH:29]=[C:28](C)[C:12]=1[CH2:13][N:14]1[C:22]2[C:17](=[CH:18][CH:19]=[C:20]([CH2:23][C:24]([OH:26])=[O:25])[CH:21]=2)[C:16]([CH3:27])=[N:15]1. (6) The reactants are: Br[C:2]1[CH:3]=[C:4]2[C:9](=[CH:10][C:11]=1[CH3:12])[C:8]([CH3:14])([CH3:13])[CH2:7][CH:6]=[C:5]2[CH:15]([CH3:17])[CH3:16].[Li]CCCC.C([O:26][B:27](OC(C)C)[O:28]C(C)C)(C)C.Cl. Given the product [CH:15]([C:5]1[C:4]2[CH:3]=[C:2]([B:27]([OH:28])[OH:26])[C:11]([CH3:12])=[CH:10][C:9]=2[C:8]([CH3:14])([CH3:13])[CH2:7][CH:6]=1)([CH3:17])[CH3:16], predict the reactants needed to synthesize it. (7) Given the product [F:1][C:2]1[CH:7]=[C:6]([C:8]2[CH:9]=[N:10][N:11]([CH3:13])[CH:12]=2)[CH:5]=[CH:4][C:3]=1[CH:14]=[O:15], predict the reactants needed to synthesize it. The reactants are: [F:1][C:2]1[CH:7]=[C:6]([C:8]2[CH:9]=[N:10][N:11]([CH3:13])[CH:12]=2)[CH:5]=[CH:4][C:3]=1[CH2:14][OH:15].CC(OI1(OC(C)=O)(OC(C)=O)OC(=O)C2C=CC=CC1=2)=O.